This data is from Forward reaction prediction with 1.9M reactions from USPTO patents (1976-2016). The task is: Predict the product of the given reaction. (1) The product is: [CH:2]1[C:11]2[C:6](=[CH:7][CH:8]=[CH:9][CH:10]=2)[CH:5]=[CH:4][N:3]=1. Given the reactants O=[C:2]1[C:11]2[C:6](=[CH:7][CH:8]=[CH:9][CH:10]=2)[C:5]2CC3C=CC=CC=3[C:4]=2[NH:3]1.ClS(O)(=O)=O, predict the reaction product. (2) Given the reactants [F:1][C:2]1[CH:3]=[CH:4][CH:5]=[C:6]2[C:10]=1[NH:9][CH:8]=[CH:7]2.C([BH3-])#N.[Na+].[OH-].[Na+], predict the reaction product. The product is: [F:1][C:2]1[CH:3]=[CH:4][CH:5]=[C:6]2[C:10]=1[NH:9][CH2:8][CH2:7]2.